Dataset: Blood-brain barrier permeability classification from the B3DB database. Task: Regression/Classification. Given a drug SMILES string, predict its absorption, distribution, metabolism, or excretion properties. Task type varies by dataset: regression for continuous measurements (e.g., permeability, clearance, half-life) or binary classification for categorical outcomes (e.g., BBB penetration, CYP inhibition). Dataset: b3db_classification. (1) The drug is CN(C)C1C(=O)C(C(=O)NCNC(C(=O)NC2C(=O)N3C2SC(C)(C)C3C(=O)O)c2ccccc2)=C(O)[C@@]2(O)C(=O)C3=C(O)c4c(O)cccc4C(C)(O)C3CC12. The result is 0 (does not penetrate BBB). (2) The molecule is CC(C)(C)NC[C@@H](O)c1ccc(O)c(CO)n1. The result is 1 (penetrates BBB). (3) The molecule is CCOC(=O)C(CCc1ccccc1)NC1CCCN2CCCC(C(=O)O)N2C1=O. The result is 0 (does not penetrate BBB). (4) The compound is Nc1ccc(S(=O)(=O)c2ccc(O)cc2)cc1. The result is 1 (penetrates BBB).